From a dataset of Forward reaction prediction with 1.9M reactions from USPTO patents (1976-2016). Predict the product of the given reaction. (1) Given the reactants Cl[C:2]1[CH:3]=[CH:4][N:5]2[C:10]([C:11]=1[CH3:12])=[C:9]([CH:13]1[CH2:15][CH2:14]1)[CH:8]=[C:7]([C:16]([O:18][CH3:19])=[O:17])[C:6]2=[O:20].CC1(C)C(C)(C)OB([C:29]2[CH:30]=[N:31][C:32]([NH2:35])=[N:33][CH:34]=2)O1, predict the reaction product. The product is: [NH2:35][C:32]1[N:33]=[CH:34][C:29]([C:2]2[CH:3]=[CH:4][N:5]3[C:10]([C:11]=2[CH3:12])=[C:9]([CH:13]2[CH2:15][CH2:14]2)[CH:8]=[C:7]([C:16]([O:18][CH3:19])=[O:17])[C:6]3=[O:20])=[CH:30][N:31]=1. (2) Given the reactants C([O-])(=O)C.[C:5]([C:9]1[CH:14]=[CH:13][C:12]([I+:15][C:16]2[CH:21]=[CH:20][C:19]([C:22]([CH3:25])([CH3:24])[CH3:23])=[CH:18][CH:17]=2)=[CH:11][CH:10]=1)([CH3:8])([CH3:7])[CH3:6].[F:26][C:27]([F:34])([F:33])[S:28]([O:31]C)(=[O:30])=[O:29], predict the reaction product. The product is: [F:26][C:27]([F:34])([F:33])[S:28]([O-:31])(=[O:30])=[O:29].[C:22]([C:19]1[CH:20]=[CH:21][C:16]([I+:15][C:12]2[CH:11]=[CH:10][C:9]([C:5]([CH3:8])([CH3:7])[CH3:6])=[CH:14][CH:13]=2)=[CH:17][CH:18]=1)([CH3:25])([CH3:24])[CH3:23]. (3) The product is: [NH2:22][CH2:21][CH2:20][CH2:19][N:8]1[C:7]([C:4]2[CH:5]=[CH:6][C:1]([C:30]3[CH:35]=[CH:34][CH:33]=[CH:32][CH:31]=3)=[CH:2][CH:3]=2)=[CH:11][S:10][C:9]1=[N:12][C:13]1[CH:18]=[CH:17][CH:16]=[CH:15][CH:14]=1. Given the reactants [C:1]1([C:30]2[CH:35]=[CH:34][CH:33]=[CH:32][CH:31]=2)[CH:6]=[CH:5][C:4]([C:7]2[N:8]([CH2:19][CH2:20][CH2:21][NH:22]C(=O)OC(C)(C)C)[C:9](=[N:12][C:13]3[CH:18]=[CH:17][CH:16]=[CH:15][CH:14]=3)[S:10][CH:11]=2)=[CH:3][CH:2]=1.Cl.O, predict the reaction product.